From a dataset of HIV replication inhibition screening data with 41,000+ compounds from the AIDS Antiviral Screen. Binary Classification. Given a drug SMILES string, predict its activity (active/inactive) in a high-throughput screening assay against a specified biological target. (1) The molecule is O=C(OCCC(F)([N+](=O)[O-])[N+](=O)[O-])OCC(F)([N+](=O)[O-])[N+](=O)[O-]. The result is 0 (inactive). (2) The molecule is [N-]=[N+]=CC(=O)C1CCCN1C(=O)c1ccccc1. The result is 0 (inactive).